From a dataset of Forward reaction prediction with 1.9M reactions from USPTO patents (1976-2016). Predict the product of the given reaction. (1) Given the reactants [CH2:1]([N:8]1[CH2:15][CH:14]2[CH2:16][CH:10]([CH2:11][NH:12][CH2:13]2)[CH2:9]1)[C:2]1[CH:7]=[CH:6][CH:5]=[CH:4][CH:3]=1.[CH2:17]([N:19]=[C:20]=[O:21])[CH3:18], predict the reaction product. The product is: [CH2:1]([N:8]1[CH2:9][CH:10]2[CH2:16][CH:14]([CH2:13][N:12]([C:20]([NH:19][CH2:17][CH3:18])=[O:21])[CH2:11]2)[CH2:15]1)[C:2]1[CH:7]=[CH:6][CH:5]=[CH:4][CH:3]=1. (2) The product is: [C:17]([NH:16][C@H:10]([CH2:11][O:12][CH:13]([F:15])[F:14])[C:9]([NH:8][CH2:1][C:2]1[CH:7]=[CH:6][CH:5]=[CH:4][CH:3]=1)=[O:24])(=[O:18])[CH3:26]. Given the reactants [CH2:1]([NH:8][C:9](=[O:24])[C@H:10]([NH:16][C:17](=O)[O:18]C(C)(C)C)[CH2:11][O:12][CH:13]([F:15])[F:14])[C:2]1[CH:7]=[CH:6][CH:5]=[CH:4][CH:3]=1.F[C:26](F)(F)C(O)=O, predict the reaction product. (3) Given the reactants C(=O)([O-])[O-].[K+].[K+].[CH2:7]([O:9][C:10]1[CH:15]=[CH:14][CH:13]=[CH:12][C:11]=1[OH:16])[CH3:8].Cl[CH2:18][C:19]#[N:20].N, predict the reaction product. The product is: [CH2:7]([O:9][C:10]1[CH:15]=[CH:14][CH:13]=[CH:12][C:11]=1[O:16][CH2:18][C:19]#[N:20])[CH3:8]. (4) Given the reactants [C:1]([O:5][C:6]([N:8]1[CH2:12][C@H:11]([F:13])[CH2:10][C@H:9]1[C:14](=[O:29])[NH:15][CH2:16][C:17]1[CH:22]=[C:21]([C:23]([O:25]C)=[O:24])[CH:20]=[C:19]([Cl:27])[C:18]=1[F:28])=[O:7])([CH3:4])([CH3:3])[CH3:2].[Li+].[OH-], predict the reaction product. The product is: [C:1]([O:5][C:6]([N:8]1[CH2:12][C@H:11]([F:13])[CH2:10][C@H:9]1[C:14](=[O:29])[NH:15][CH2:16][C:17]1[CH:22]=[C:21]([C:23]([OH:25])=[O:24])[CH:20]=[C:19]([Cl:27])[C:18]=1[F:28])=[O:7])([CH3:4])([CH3:2])[CH3:3]. (5) Given the reactants [Br:1][C:2]1[CH:3]=[C:4]([C:12]2[CH:17]=[CH:16][C:15]([CH2:18][N:19]([CH3:32])[C:20]([C:22]3[C:30]4[C:25](=[CH:26][CH:27]=[CH:28][CH:29]=4)[N:24]([CH3:31])[CH:23]=3)=[O:21])=[CH:14][CH:13]=2)[CH:5]=[CH:6][C:7]=1[O:8][CH2:9][C:10]#[N:11].[N-:33]=[N+:34]=[N-:35].[Na+].[Cl-].[NH4+].[OH-].[Na+], predict the reaction product. The product is: [Br:1][C:2]1[CH:3]=[C:4]([C:12]2[CH:13]=[CH:14][C:15]([CH2:18][N:19]([CH3:32])[C:20]([C:22]3[C:30]4[C:25](=[CH:26][CH:27]=[CH:28][CH:29]=4)[N:24]([CH3:31])[CH:23]=3)=[O:21])=[CH:16][CH:17]=2)[CH:5]=[CH:6][C:7]=1[O:8][CH2:9][C:10]1[NH:35][N:34]=[N:33][N:11]=1. (6) Given the reactants [N+:1]([C:4]1[CH:8]=[CH:7][NH:6][N:5]=1)([O-])=O.Cl[CH2:10][C:11]([O:13][CH3:14])=[O:12], predict the reaction product. The product is: [NH2:1][C:4]1[CH:8]=[CH:7][N:6]([CH2:10][C:11]([O:13][CH3:14])=[O:12])[N:5]=1.